From a dataset of Catalyst prediction with 721,799 reactions and 888 catalyst types from USPTO. Predict which catalyst facilitates the given reaction. (1) Reactant: [Cl:1][C:2]1[CH:7]=[CH:6][C:5]([C:8]([C:10]2[C:14]([C:15]3[C:16]([CH3:22])=[N:17][O:18][C:19]=3[CH2:20][OH:21])=[CH:13][N:12]([CH3:23])[N:11]=2)=[O:9])=[CH:4][CH:3]=1.C(N(CC)CC)C.[CH3:31][S:32](Cl)(=[O:34])=[O:33].C(=O)(O)[O-].[Na+]. Product: [CH3:31][S:32]([O:21][CH2:20][C:19]1[O:18][N:17]=[C:16]([CH3:22])[C:15]=1[CH:14]1[CH2:13][N:12]([CH3:23])[N:11]=[C:10]1[C:8](=[O:9])[C:5]1[CH:6]=[CH:7][C:2]([Cl:1])=[CH:3][CH:4]=1)(=[O:34])=[O:33]. The catalyst class is: 2. (2) Reactant: CC([CH:5]([C:9]1([OH:26])[CH2:12][N:11]([CH:13]([C:20]2[CH:25]=[CH:24][CH:23]=[CH:22][CH:21]=2)[C:14]2[CH:19]=[CH:18][CH:17]=[CH:16][CH:15]=2)[CH2:10]1)[C:6]([O-])=[O:7])(C)C.[H-].[Al+3].[Li+].[H-].[H-].[H-].O.[OH-].[Na+]. Product: [C:20]1([CH:13]([C:14]2[CH:19]=[CH:18][CH:17]=[CH:16][CH:15]=2)[N:11]2[CH2:12][C:9]([CH2:5][CH2:6][OH:7])([OH:26])[CH2:10]2)[CH:21]=[CH:22][CH:23]=[CH:24][CH:25]=1. The catalyst class is: 1. (3) Reactant: Cl[CH2:2][C:3]([CH:5]1[CH2:9][CH2:8][CH2:7][CH2:6]1)=O.C(O)(=O)C.[CH:14]([NH2:16])=[NH:15].[OH-].[NH4+].C1COCC1. Product: [CH:5]1([C:3]2[N:15]=[CH:14][NH:16][CH:2]=2)[CH2:9][CH2:8][CH2:7][CH2:6]1. The catalyst class is: 5. (4) Reactant: [C:1]([C:5]1[CH:6]=[C:7]2[C:12](=[CH:13][CH:14]=1)[NH:11][C:10](=[O:15])[CH2:9][CH2:8]2)(=[O:4])[CH2:2][CH3:3].[OH:16][C:17]1([C:23]2[S:24][CH:25]=[CH:26][CH:27]=2)[CH2:22][CH2:21][NH:20][CH2:19][CH2:18]1.[CH2:28]=O.Cl. Product: [OH:16][C:17]1([C:23]2[S:24][CH:25]=[CH:26][CH:27]=2)[CH2:18][CH2:19][N:20]([CH2:3][CH:2]([CH3:28])[C:1]([C:5]2[CH:6]=[C:7]3[C:12](=[CH:13][CH:14]=2)[NH:11][C:10](=[O:15])[CH2:9][CH2:8]3)=[O:4])[CH2:21][CH2:22]1. The catalyst class is: 8.